From a dataset of Reaction yield outcomes from USPTO patents with 853,638 reactions. Predict the reaction yield, written as a fraction of the theoretical maximum amount of product (1.0 means a 100% yield; for example, 0.34 means a 34% yield). (1) The reactants are [CH2:1]([NH:8][C@@H:9]([C:11]1[CH:16]=[CH:15][CH:14]=[CH:13][CH:12]=1)[CH3:10])[C:2]1[CH:7]=[CH:6][CH:5]=[CH:4][CH:3]=1.C([Mg]Cl)(C)C.[Cl:22][C:23]1[CH:28]=[CH:27][C:26](/[CH:29]=[CH:30]/[C:31]([O:33][C:34]([CH3:37])([CH3:36])[CH3:35])=[O:32])=[CH:25][C:24]=1[C:38]([F:41])([F:40])[F:39].CC(O)=O. The catalyst is C1COCC1.CCOCC. The product is [CH2:1]([N:8]([C@@H:9]([C:11]1[CH:16]=[CH:15][CH:14]=[CH:13][CH:12]=1)[CH3:10])[C@H:29]([C:26]1[CH:27]=[CH:28][C:23]([Cl:22])=[C:24]([C:38]([F:39])([F:40])[F:41])[CH:25]=1)[CH2:30][C:31]([O:33][C:34]([CH3:35])([CH3:36])[CH3:37])=[O:32])[C:2]1[CH:7]=[CH:6][CH:5]=[CH:4][CH:3]=1. The yield is 0.690. (2) The reactants are [N+:1]([C:4]1[CH:9]=[CH:8][C:7]([S:10]([NH:13][CH:14]([CH2:20][CH:21]=[C:22]2[CH2:27][CH2:26][O:25][CH2:24][CH2:23]2)[C:15]([O:17][CH2:18][CH3:19])=[O:16])(=[O:12])=[O:11])=[CH:6][CH:5]=1)([O-:3])=[O:2].FC(F)(F)S(O)(=O)=O. The catalyst is C(Cl)(Cl)Cl.ClCCl. The product is [N+:1]([C:4]1[CH:9]=[CH:8][C:7]([S:10]([N:13]2[C:22]3([CH2:27][CH2:26][O:25][CH2:24][CH2:23]3)[CH2:21][CH2:20][CH:14]2[C:15]([O:17][CH2:18][CH3:19])=[O:16])(=[O:11])=[O:12])=[CH:6][CH:5]=1)([O-:3])=[O:2]. The yield is 0.790. (3) The reactants are [F:1][C:2]1[CH:3]=[CH:4][C:5]([O:9][C:10]2[CH:15]=[CH:14][CH:13]=[CH:12][CH:11]=2)=[C:6]([NH2:8])[CH:7]=1.[CH2:16]([O:23][CH2:24][CH2:25][O:26][C:27]1[CH:34]=[CH:33][C:32]([O:35][CH3:36])=[CH:31][C:28]=1[CH:29]=O)[C:17]1[CH:22]=[CH:21][CH:20]=[CH:19][CH:18]=1.[Na]. The catalyst is ClC(Cl)C.O. The product is [CH2:16]([O:23][CH2:24][CH2:25][O:26][C:27]1[CH:34]=[CH:33][C:32]([O:35][CH3:36])=[CH:31][C:28]=1[CH2:29][NH:8][C:6]1[CH:7]=[C:2]([F:1])[CH:3]=[CH:4][C:5]=1[O:9][C:10]1[CH:15]=[CH:14][CH:13]=[CH:12][CH:11]=1)[C:17]1[CH:18]=[CH:19][CH:20]=[CH:21][CH:22]=1. The yield is 0.780. (4) The reactants are [NH:1]1[C:9]2[C:4](=[CH:5][CH:6]=[CH:7][CH:8]=2)[CH2:3][C:2]1=[O:10].C([Li])CCC.CN(C)CCN(C)C.I[CH2:25][CH2:26][CH2:27][CH2:28][CH2:29]I.[Cl-].[NH4+]. The catalyst is O1CCCC1.CCOC(C)=O. The product is [NH:1]1[C:9]2[C:4](=[CH:5][CH:6]=[CH:7][CH:8]=2)[C:3]2([CH2:29][CH2:28][CH2:27][CH2:26][CH2:25]2)[C:2]1=[O:10]. The yield is 0.696. (5) The reactants are N(CC(O)=O)C.[CH:7]1([S:10]([NH2:13])(=[O:12])=[O:11])[CH2:9][CH2:8]1.[OH:14][C:15]1[C@H:24]2[C@H:19]([C@H:20]3[CH2:25][C@@H:23]2[CH2:22][CH2:21]3)[N:18]([CH2:26][CH2:27][CH:28]([CH3:30])[CH3:29])[C:17](=[O:31])[C:16]=1[C:32]1[NH:37][C:36]2[CH:38]=[CH:39][C:40](I)=[CH:41][C:35]=2[S:34](=[O:44])(=[O:43])[N:33]=1.P([O-])([O-])([O-])=O.[K+].[K+].[K+]. The catalyst is [Cu]I. The product is [OH:14][C:15]1[C@H:24]2[C@H:19]([C@H:20]3[CH2:25][C@@H:23]2[CH2:22][CH2:21]3)[N:18]([CH2:26][CH2:27][CH:28]([CH3:30])[CH3:29])[C:17](=[O:31])[C:16]=1[C:32]1[NH:37][C:36]2[CH:38]=[CH:39][C:40]([NH:13][S:10]([CH:7]3[CH2:9][CH2:8]3)(=[O:12])=[O:11])=[CH:41][C:35]=2[S:34](=[O:44])(=[O:43])[N:33]=1. The yield is 0.220.